From a dataset of Reaction yield outcomes from USPTO patents with 853,638 reactions. Predict the reaction yield, written as a fraction of the theoretical maximum amount of product (1.0 means a 100% yield; for example, 0.34 means a 34% yield). (1) The reactants are C([O:3][C:4]([C:6]1[CH:7]=[N:8][N:9]([CH2:11][CH:12]2[CH2:16][C:15](=[O:17])[N:14]([C:18]3[CH:23]=[CH:22][C:21]([F:24])=[CH:20][C:19]=3[F:25])[CH2:13]2)[CH:10]=1)=[O:5])C.[OH-].[K+]. The catalyst is CO.O. The product is [F:25][C:19]1[CH:20]=[C:21]([F:24])[CH:22]=[CH:23][C:18]=1[N:14]1[C:15](=[O:17])[CH2:16][CH:12]([CH2:11][N:9]2[CH:10]=[C:6]([C:4]([OH:5])=[O:3])[CH:7]=[N:8]2)[CH2:13]1. The yield is 0.900. (2) The reactants are C(OC([CH2:8][NH:9][CH2:10][C:11]1[CH:12]=[C:13]([C:17]2[CH:22]=[CH:21][C:20]([O:23][C:24]3[CH:34]=[CH:33][CH:32]=[CH:31][C:25]=3[C:26]([O:28][CH2:29][CH3:30])=[O:27])=[CH:19][CH:18]=2)[CH:14]=[CH:15][CH:16]=1)=O)(C)(C)C. The catalyst is ClCCl.FC(F)(F)C(O)=O. The product is [CH3:8][NH:9][CH2:10][C:11]1[CH:12]=[C:13]([C:17]2[CH:22]=[CH:21][C:20]([O:23][C:24]3[CH:34]=[CH:33][CH:32]=[CH:31][C:25]=3[C:26]([O:28][CH2:29][CH3:30])=[O:27])=[CH:19][CH:18]=2)[CH:14]=[CH:15][CH:16]=1. The yield is 0.950. (3) The reactants are Br[C:2]1[CH:6]=[CH:5][S:4][CH:3]=1.BrC1SC=CC=1.[C:13]1([NH:19][C:20]2[CH:25]=[CH:24][CH:23]=[CH:22][CH:21]=2)[CH:18]=[CH:17][CH:16]=[CH:15][CH:14]=1.CC(C)([O-])C.[Na+].C1(C(C2C=CC=CC=2)=C(P(C2CCCCC2)C2CCCCC2)C)C=CC=CC=1.[Cl-].[NH4+]. The catalyst is C([O-])(=O)C.[Pd+2].C([O-])(=O)C.C1(C)C=CC=CC=1. The product is [S:4]1[CH:5]=[CH:6][C:2]([N:19]([C:20]2[CH:21]=[CH:22][CH:23]=[CH:24][CH:25]=2)[C:13]2[CH:18]=[CH:17][CH:16]=[CH:15][CH:14]=2)=[CH:3]1. The yield is 0.500. (4) The reactants are Br[C:2]1[CH:7]=[CH:6][CH:5]=[CH:4][C:3]=1[CH2:8][C:9]([O:11][CH3:12])=[O:10].[Cl:13][C:14]1[CH:19]=[CH:18][C:17]([OH:20])=[CH:16][CH:15]=1.C(=O)([O-])[O-].[Cs+].[Cs+].CN(C)CC(O)=O.Cl. The catalyst is O1CCOCC1.[Cu]Cl.C(OCC)(=O)C. The product is [CH3:12][O:11][C:9](=[O:10])[CH2:8][C:3]1[CH:4]=[CH:5][CH:6]=[CH:7][C:2]=1[O:20][C:17]1[CH:18]=[CH:19][C:14]([Cl:13])=[CH:15][CH:16]=1. The yield is 0.950. (5) The reactants are [C:1]([NH:11][C:12]1[CH:17]=[CH:16][CH:15]=[C:14]([F:18])[CH:13]=1)([O:3]CC1C=CC=CC=1)=[O:2].[Li]CCCC.CCCCCC.[Cl-].[NH4+].[O:32]1[CH2:36][CH2:35][CH2:34]C1. No catalyst specified. The product is [F:18][C:14]1[CH:13]=[C:12]([N:11]2[CH2:34][C@H:35]([CH2:36][OH:32])[O:3][C:1]2=[O:2])[CH:17]=[CH:16][CH:15]=1. The yield is 0.700. (6) The reactants are [CH:1](NC(C)C)([CH3:3])[CH3:2].C([Li])CCC.[CH2:13]([O:15][C:16]([CH:18]1[CH2:23][CH2:22][N:21]([C:24]([O:26][C:27]([CH3:30])([CH3:29])[CH3:28])=[O:25])[CH2:20][CH2:19]1)=[O:17])[CH3:14].C(I)C=C. The catalyst is C1COCC1.CCCCCC.CN(P(N(C)C)(N(C)C)=O)C. The product is [CH2:13]([O:15][C:16]([C:18]1([CH2:3][CH:1]=[CH2:2])[CH2:23][CH2:22][N:21]([C:24]([O:26][C:27]([CH3:29])([CH3:28])[CH3:30])=[O:25])[CH2:20][CH2:19]1)=[O:17])[CH3:14]. The yield is 1.00. (7) The yield is 0.950. The catalyst is ClCCCl. The reactants are C(O[BH-](OC(=O)C)OC(=O)C)(=O)C.[Na+].Cl.[NH2:16][C@H:17]([CH2:25][CH3:26])[C:18]([O:20][C:21]([CH3:24])([CH3:23])[CH3:22])=[O:19].[CH:27]([C:29]1[CH:34]=[CH:33][N:32]=[C:31]2[N:35]([C:42]([O:44][C:45]([CH3:48])([CH3:47])[CH3:46])=[O:43])[CH:36]=[C:37]([C:38]([O:40][CH3:41])=[O:39])[C:30]=12)=O. The product is [C:21]([O:20][C:18](=[O:19])[C@H:17]([NH:16][CH2:27][C:29]1[CH:34]=[CH:33][N:32]=[C:31]2[N:35]([C:42]([O:44][C:45]([CH3:48])([CH3:47])[CH3:46])=[O:43])[CH:36]=[C:37]([C:38]([O:40][CH3:41])=[O:39])[C:30]=12)[CH2:25][CH3:26])([CH3:22])([CH3:24])[CH3:23].